From a dataset of Reaction yield outcomes from USPTO patents with 853,638 reactions. Predict the reaction yield, written as a fraction of the theoretical maximum amount of product (1.0 means a 100% yield; for example, 0.34 means a 34% yield). (1) The reactants are [Cl:1][C:2]1[CH:7]=[C:6]([Cl:8])[CH:5]=[CH:4][C:3]=1[C:9]1[N:10]=[C:11]([CH:14]=[C:15]2[C:27]3[CH:26]=[CH:25][CH:24]=[CH:23][C:22]=3[C:21]3[C:16]2=[CH:17][CH:18]=[CH:19][CH:20]=3)[NH:12][CH:13]=1.Br[CH2:29][CH2:30][CH2:31][CH3:32]. No catalyst specified. The product is [CH2:29]([N:12]1[CH:13]=[C:9]([C:3]2[CH:4]=[CH:5][C:6]([Cl:8])=[CH:7][C:2]=2[Cl:1])[N:10]=[C:11]1[CH:14]=[C:15]1[C:27]2[CH:26]=[CH:25][CH:24]=[CH:23][C:22]=2[C:21]2[C:16]1=[CH:17][CH:18]=[CH:19][CH:20]=2)[CH2:30][CH2:31][CH3:32]. The yield is 0.780. (2) The reactants are [Cl:1][C:2]1[CH:25]=[CH:24][C:5]([CH2:6][NH:7][C:8]([C:10]2[C:11]([OH:23])=[C:12]3[CH:18]=[C:17]([C:19]#[C:20][CH2:21][OH:22])[S:16][C:13]3=[N:14][CH:15]=2)=[O:9])=[CH:4][CH:3]=1.C([O-])([O-])=O.[K+].[K+].Br[CH2:33][C:34]([OH:36])=[O:35]. The catalyst is CN(C=O)C. The product is [Cl:1][C:2]1[CH:3]=[CH:4][C:5]([CH2:6][NH:7][C:8]([C:10]2[C:11](=[O:23])[C:12]3[CH:18]=[C:17]([C:19]#[C:20][CH2:21][OH:22])[S:16][C:13]=3[N:14]([CH2:33][C:34]([OH:36])=[O:35])[CH:15]=2)=[O:9])=[CH:24][CH:25]=1. The yield is 0.240.